Task: Predict the product of the given reaction.. Dataset: Forward reaction prediction with 1.9M reactions from USPTO patents (1976-2016) Given the reactants Cl[C:2]1[C:3]([C:8]([CH3:27])([CH3:26])[C:9]([NH:11][C@H:12]2[CH2:17][CH2:16][C@@H:15]([NH:18][C:19]3[CH:24]=[CH:23][C:22]([CH3:25])=[CH:21][N:20]=3)[CH2:14][CH2:13]2)=[O:10])=[N:4][CH:5]=[CH:6][N:7]=1.CC(C)([O-])C.[Na+], predict the reaction product. The product is: [CH3:26][C:8]1([CH3:27])[C:3]2[C:2](=[N:7][CH:6]=[CH:5][N:4]=2)[N:11]([C@H:12]2[CH2:17][CH2:16][C@@H:15]([NH:18][C:19]3[CH:24]=[CH:23][C:22]([CH3:25])=[CH:21][N:20]=3)[CH2:14][CH2:13]2)[C:9]1=[O:10].